Predict the reaction yield, written as a fraction of the theoretical maximum amount of product (1.0 means a 100% yield; for example, 0.34 means a 34% yield). From a dataset of Reaction yield outcomes from USPTO patents with 853,638 reactions. (1) The reactants are [Cl:1][C:2]1[CH:3]=[C:4]([NH:9][C:10]2[C:11]3[C:18]4[CH2:19][CH2:20][N:21]([C:23](=[O:40])/[CH:24]=[CH:25]/[CH2:26][N:27]5[CH2:32][CH2:31][N:30](C(OC(C)(C)C)=O)[CH2:29][CH2:28]5)[CH2:22][C:17]=4[S:16][C:12]=3[N:13]=[CH:14][N:15]=2)[CH:5]=[CH:6][C:7]=1[F:8].C(O)(C(F)(F)F)=O. The catalyst is ClCCl. The product is [Cl:1][C:2]1[CH:3]=[C:4]([NH:9][C:10]2[C:11]3[C:18]4[CH2:19][CH2:20][N:21]([C:23](=[O:40])/[CH:24]=[CH:25]/[CH2:26][N:27]5[CH2:28][CH2:29][NH:30][CH2:31][CH2:32]5)[CH2:22][C:17]=4[S:16][C:12]=3[N:13]=[CH:14][N:15]=2)[CH:5]=[CH:6][C:7]=1[F:8]. The yield is 0.870. (2) The catalyst is C1C=CC([P]([Pd]([P](C2C=CC=CC=2)(C2C=CC=CC=2)C2C=CC=CC=2)([P](C2C=CC=CC=2)(C2C=CC=CC=2)C2C=CC=CC=2)[P](C2C=CC=CC=2)(C2C=CC=CC=2)C2C=CC=CC=2)(C2C=CC=CC=2)C2C=CC=CC=2)=CC=1.[C-]#N.[Zn+2].[C-]#N. The product is [CH:14]1([C:12]([N:8]2[C:9]3[C:4](=[C:3]([O:18][C:19]4[CH:20]=[CH:21][CH:22]=[CH:23][CH:24]=4)[C:2]([C:31]#[N:32])=[CH:11][CH:10]=3)[CH2:5][CH2:6][C@@H:7]2[CH3:17])=[O:13])[CH2:16][CH2:15]1. The reactants are Br[C:2]1[C:3]([O:18][C:19]2[CH:24]=[CH:23][CH:22]=[CH:21][CH:20]=2)=[C:4]2[C:9](=[CH:10][CH:11]=1)[N:8]([C:12]([CH:14]1[CH2:16][CH2:15]1)=[O:13])[C@@H:7]([CH3:17])[CH2:6][CH2:5]2.C(OCC)(=O)C.[CH3:31][N:32](C)C=O. The yield is 0.320. (3) The reactants are [Li]CCCC.CCCCCC.Br[C:13]1[CH:18]=[CH:17][CH:16]=[C:15]([Br:19])[N:14]=1.Cl.[CH3:21][CH2:22][O:23]CC. The catalyst is CN(C)C(=O)C. The product is [Br:19][C:15]1[CH:16]=[CH:17][CH:18]=[C:13]([C:22](=[O:23])[CH3:21])[N:14]=1. The yield is 0.280. (4) The reactants are Br[CH2:2][C:3]1[C:7]2[CH:8]=[CH:9][C:10]([O:12][C:13]3[CH:20]=[CH:19][C:18]([F:21])=[CH:17][C:14]=3[C:15]#[N:16])=[CH:11][C:6]=2[O:5][N:4]=1.[NH:22]1[CH2:26][CH2:25][CH2:24][CH2:23]1. The catalyst is ClCCl. The product is [F:21][C:18]1[CH:19]=[CH:20][C:13]([O:12][C:10]2[CH:9]=[CH:8][C:7]3[C:3]([CH2:2][N:22]4[CH2:26][CH2:25][CH2:24][CH2:23]4)=[N:4][O:5][C:6]=3[CH:11]=2)=[C:14]([CH:17]=1)[C:15]#[N:16]. The yield is 0.940. (5) The reactants are [Cl-].[CH3:2][O:3][CH2:4][P+](C1C=CC=CC=1)(C1C=CC=CC=1)C1C=CC=CC=1.CC(C)([O-])C.[K+].[CH:30]([C:32]1[CH:40]=[CH:39][C:38]([Cl:41])=[CH:37][C:33]=1[C:34]([OH:36])=[O:35])=O. The catalyst is C(OCC)C.C(O)(C)(C)C.O. The product is [Cl:41][C:38]1[CH:39]=[CH:40][C:32]([CH:30]=[CH:2][O:3][CH3:4])=[C:33]([CH:37]=1)[C:34]([OH:36])=[O:35]. The yield is 0.800.